This data is from Full USPTO retrosynthesis dataset with 1.9M reactions from patents (1976-2016). The task is: Predict the reactants needed to synthesize the given product. (1) Given the product [Cl:22][C:10]1[N:9]2[C:13]([CH:16]3[CH2:21][CH2:20][O:19][CH2:18][CH2:17]3)=[N:14][CH:15]=[C:8]2[C:7]([Cl:6])=[N:12][CH:11]=1, predict the reactants needed to synthesize it. The reactants are: C([Li])CCC.[Cl:6][C:7]1[C:8]2[N:9]([C:13]([CH:16]3[CH2:21][CH2:20][O:19][CH2:18][CH2:17]3)=[N:14][CH:15]=2)[CH:10]=[CH:11][N:12]=1.[Cl:22]C(Cl)(Cl)C(Cl)(Cl)Cl. (2) Given the product [Br:1][C:2]1[C:3]([N:14]2[CH2:13][CH2:12][NH:11][C@@H:10]([CH3:9])[CH2:15]2)=[N:4][CH:5]=[CH:6][CH:7]=1, predict the reactants needed to synthesize it. The reactants are: [Br:1][C:2]1[C:3](Cl)=[N:4][CH:5]=[CH:6][CH:7]=1.[CH3:9][C@H:10]1[CH2:15][NH:14][CH2:13][CH2:12][NH:11]1. (3) The reactants are: C(OC([N:8]1[CH2:12][C@@H:11]([CH2:13][NH:14][C:15](=[O:26])[C:16]2[CH:21]=[CH:20][CH:19]=[C:18]([C:22]([O:24]C)=[O:23])[CH:17]=2)[CH2:10][C@H:9]1[C:27]([N:29]1[CH2:33][CH2:32][S:31][CH2:30]1)=[O:28])=O)(C)(C)C.Cl. Given the product [S:31]1[CH2:32][CH2:33][N:29]([C:27]([C@H:9]2[NH:8][CH2:12][C@@H:11]([CH2:13][NH:14][C:15](=[O:26])[C:16]3[CH:17]=[C:18]([CH:19]=[CH:20][CH:21]=3)[C:22]([OH:24])=[O:23])[CH2:10]2)=[O:28])[CH2:30]1, predict the reactants needed to synthesize it. (4) Given the product [F:17][C:14]1[CH:15]=[CH:16][C:11]2[N:12]([C:8]([C:6]3[N:5]=[C:4]([NH:22][C:23]4[CH:28]=[CH:27][C:26]([C:29]([F:32])([F:31])[F:30])=[CH:25][CH:24]=4)[N:3]=[C:2]([NH2:33])[CH:7]=3)=[C:9]([C:18]([F:21])([F:20])[F:19])[N:10]=2)[CH:13]=1, predict the reactants needed to synthesize it. The reactants are: Cl[C:2]1[CH:7]=[C:6]([C:8]2[N:12]3[CH:13]=[C:14]([F:17])[CH:15]=[CH:16][C:11]3=[N:10][C:9]=2[C:18]([F:21])([F:20])[F:19])[N:5]=[C:4]([NH:22][C:23]2[CH:28]=[CH:27][C:26]([C:29]([F:32])([F:31])[F:30])=[CH:25][CH:24]=2)[N:3]=1.[NH4+:33].[OH-]. (5) Given the product [C:27]([OH:34])(=[O:33])/[CH:28]=[CH:29]\[C:30]([OH:32])=[O:31].[C:1]([O:4][C:5]1[S:13][C:12]2[CH2:11][CH2:10][N:9]([CH:14]([C:22]([CH:24]3[CH2:26][CH2:25]3)=[O:23])[C:15]3[CH:20]=[CH:19][CH:18]=[CH:17][C:16]=3[F:21])[CH2:8][C:7]=2[CH:6]=1)(=[O:3])[CH3:2], predict the reactants needed to synthesize it. The reactants are: [C:1]([O:4][C:5]1[S:13][C:12]2[CH2:11][CH2:10][N:9]([CH:14]([C:22]([CH:24]3[CH2:26][CH2:25]3)=[O:23])[C:15]3[CH:20]=[CH:19][CH:18]=[CH:17][C:16]=3[F:21])[CH2:8][C:7]=2[CH:6]=1)(=[O:3])[CH3:2].[C:27]([OH:34])(=[O:33])/[CH:28]=[CH:29]\[C:30]([OH:32])=[O:31]. (6) Given the product [F:24][C:22]1[CH:23]=[C:18]([C:9]2[CH:10]=[CH:11][CH:12]=[CH:13][C:8]=2[O:1][C:2]2[CH:3]=[CH:4][CH:5]=[CH:6][CH:7]=2)[CH:19]=[C:20]([F:27])[C:21]=1[O:25][CH3:26], predict the reactants needed to synthesize it. The reactants are: [O:1]([C:8]1[CH:13]=[CH:12][CH:11]=[CH:10][C:9]=1B(O)O)[C:2]1[CH:7]=[CH:6][CH:5]=[CH:4][CH:3]=1.Br[C:18]1[CH:19]=[C:20]([F:27])[C:21]([O:25][CH3:26])=[C:22]([F:24])[CH:23]=1.